Predict the reactants needed to synthesize the given product. From a dataset of Full USPTO retrosynthesis dataset with 1.9M reactions from patents (1976-2016). Given the product [Cl:42][C:39]1[CH:40]=[CH:41][C:24]2[N:23]3[CH:43]=[CH:44][CH:45]=[C:22]3[C@@H:21]([CH2:20][CH2:19][N:1]3[CH:5]=[N:4][C:3]([CH2:6][C:7]([O:9][CH2:10][CH3:11])=[O:8])=[N:2]3)[O:27][C@H:26]([C:28]3[CH:33]=[CH:32][CH:31]=[C:30]([O:34][CH3:35])[C:29]=3[O:36][CH3:37])[C:25]=2[CH:38]=1, predict the reactants needed to synthesize it. The reactants are: [NH:1]1[CH:5]=[N:4][C:3]([CH2:6][C:7]([O:9][CH2:10][CH3:11])=[O:8])=[N:2]1.[H-].[Na+].CS(O[CH2:19][CH2:20][C@H:21]1[O:27][C@H:26]([C:28]2[CH:33]=[CH:32][CH:31]=[C:30]([O:34][CH3:35])[C:29]=2[O:36][CH3:37])[C:25]2[CH:38]=[C:39]([Cl:42])[CH:40]=[CH:41][C:24]=2[N:23]2[CH:43]=[CH:44][CH:45]=[C:22]12)(=O)=O.O.